Task: Predict the reactants needed to synthesize the given product.. Dataset: Full USPTO retrosynthesis dataset with 1.9M reactions from patents (1976-2016) (1) Given the product [F:1][C:2]1[CH:3]=[C:4]([CH:14]([CH3:20])[C:15]([OH:17])=[O:16])[CH:5]=[CH:6][C:7]=1[CH2:8][NH:9][S:10]([CH3:13])(=[O:11])=[O:12], predict the reactants needed to synthesize it. The reactants are: [F:1][C:2]1[CH:3]=[C:4]([CH:14]([CH3:20])[C:15]([O:17]CC)=[O:16])[CH:5]=[CH:6][C:7]=1[CH2:8][NH:9][S:10]([CH3:13])(=[O:12])=[O:11].[OH-].[Li+]. (2) Given the product [CH3:35][C@H:13]1[N:12]([C:5]2[C:6]3[C:11](=[CH:10][CH:9]=[CH:8][CH:7]=3)[C:2]([C:26]3[CH:31]=[CH:30][CH:29]=[CH:28][CH:27]=3)=[N:3][N:4]=2)[CH2:17][CH2:16][N:15]([C:18]([O:20][C:21]([CH3:23])([CH3:22])[CH3:24])=[O:19])[CH2:14]1, predict the reactants needed to synthesize it. The reactants are: Cl[C:2]1[C:11]2[C:6](=[CH:7][CH:8]=[CH:9][CH:10]=2)[C:5]([N:12]2[CH2:17][CH2:16][N:15]([C:18]([O:20][C:21]([CH3:24])([CH3:23])[CH3:22])=[O:19])[C@H:14](C)[CH2:13]2)=[N:4][N:3]=1.[C:26]1(B(O)O)[CH:31]=[CH:30][CH:29]=[CH:28][CH:27]=1.[C:35](=O)([O-])[O-].[Na+].[Na+].C([O-])([O-])=O.[K+].[K+]. (3) Given the product [CH2:19]([N:21]1[C:22](=[O:23])[N:9]([C:6]2[CH:5]=[CH:4][C:3]([O:2][CH3:1])=[CH:8][CH:7]=2)[C:10](=[O:13])[S:11]1)[CH3:20], predict the reactants needed to synthesize it. The reactants are: [CH3:1][O:2][C:3]1[CH:8]=[CH:7][C:6]([N:9]=[C:10]=[S:11])=[CH:5][CH:4]=1.Cl.[O-:13][Mn](=O)(=O)=O.[K+].[CH2:19]([N:21]=[C:22]=[O:23])[CH3:20].